Dataset: Peptide-MHC class II binding affinity with 134,281 pairs from IEDB. Task: Regression. Given a peptide amino acid sequence and an MHC pseudo amino acid sequence, predict their binding affinity value. This is MHC class II binding data. (1) The peptide sequence is VLDGKLYEEELTPLL. The MHC is DRB1_0101 with pseudo-sequence DRB1_0101. The binding affinity (normalized) is 0.219. (2) The peptide sequence is RKKYFAATQFEPLAA. The MHC is HLA-DPA10201-DPB10501 with pseudo-sequence HLA-DPA10201-DPB10501. The binding affinity (normalized) is 0.755. (3) The peptide sequence is ATSLDTMTQMNQAFR. The MHC is DRB3_0101 with pseudo-sequence DRB3_0101. The binding affinity (normalized) is 0.162. (4) The peptide sequence is VAAFTEALRIIAGVL. The MHC is DRB5_0101 with pseudo-sequence DRB5_0101. The binding affinity (normalized) is 0.287. (5) The peptide sequence is ADKVAYALAQGLKVI. The MHC is DRB1_1201 with pseudo-sequence DRB1_1201. The binding affinity (normalized) is 0.586.